The task is: Predict the product of the given reaction.. This data is from Forward reaction prediction with 1.9M reactions from USPTO patents (1976-2016). (1) Given the reactants [O:1]1[C:5]2([CH2:10][CH2:9][CH:8]([C:11]#[N:12])[CH2:7][CH2:6]2)[O:4][CH2:3][CH2:2]1.C[Si]([N-][Si](C)(C)C)(C)C.[Li+].[Br:23][C:24]1[CH:25]=[CH:26][C:27](F)=[N:28][CH:29]=1.O, predict the reaction product. The product is: [Br:23][C:24]1[CH:25]=[CH:26][C:27]([C:8]2([C:11]#[N:12])[CH2:9][CH2:10][C:5]3([O:4][CH2:3][CH2:2][O:1]3)[CH2:6][CH2:7]2)=[N:28][CH:29]=1. (2) Given the reactants [O:1]1[C:5]2[CH:6]=[CH:7][C:8]([C:10]([NH:12][NH2:13])=[O:11])=[CH:9][C:4]=2[O:3][CH2:2]1.[OH-].[K+].CO.[C:18](=S)=[S:19], predict the reaction product. The product is: [O:1]1[C:5]2[CH:6]=[CH:7][C:8]([C:10]3[O:11][C:18]([SH:19])=[N:13][N:12]=3)=[CH:9][C:4]=2[O:3][CH2:2]1. (3) Given the reactants [CH3:1][C:2]1[N:6]2[CH:7]=[CH:8][CH:9]=[CH:10][C:5]2=[N:4][C:3]=1[CH2:11][C@@H:12]1[CH2:17][CH2:16][CH2:15][CH2:14][N:13]1C(OC(C)(C)C)=O.C(O)(C(F)(F)F)=O, predict the reaction product. The product is: [CH3:1][C:2]1[N:6]2[CH:7]=[CH:8][CH:9]=[CH:10][C:5]2=[N:4][C:3]=1[CH2:11][C@@H:12]1[CH2:17][CH2:16][CH2:15][CH2:14][NH:13]1. (4) Given the reactants [O:1]1[CH2:3][C@H:2]1[CH2:4][O:5][C:6]1[C:18]2[C:17]3[C:12](=[CH:13][CH:14]=[CH:15][CH:16]=3)[C:11](=[O:19])[C:10]=2[CH:9]=[CH:8][CH:7]=1.[NH2:20][CH2:21][CH:22]1[CH2:27][CH2:26][N:25]([CH2:28][CH2:29][C:30]([F:33])([F:32])[F:31])[CH2:24][CH2:23]1, predict the reaction product. The product is: [OH:1][CH:2]([CH2:3][NH:20][CH2:21][CH:22]1[CH2:27][CH2:26][N:25]([CH2:28][CH2:29][C:30]([F:33])([F:31])[F:32])[CH2:24][CH2:23]1)[CH2:4][O:5][C:6]1[C:18]2[C:17]3[C:12](=[CH:13][CH:14]=[CH:15][CH:16]=3)[C:11](=[O:19])[C:10]=2[CH:9]=[CH:8][CH:7]=1. (5) Given the reactants [CH3:1][C:2]1[N:7]=[C:6]2[S:8][C:9]3[CH2:13][CH2:12][CH2:11][C:10]=3[C:5]2=[C:4]([C:14]2[S:15][CH:16]=[CH:17][CH:18]=2)[C:3]=1[CH:19]([CH2:24][CH2:25][CH3:26])[C:20]([O:22]C)=[O:21].[OH-].[Na+].Cl, predict the reaction product. The product is: [CH3:1][C:2]1[N:7]=[C:6]2[S:8][C:9]3[CH2:13][CH2:12][CH2:11][C:10]=3[C:5]2=[C:4]([C:14]2[S:15][CH:16]=[CH:17][CH:18]=2)[C:3]=1[CH:19]([CH2:24][CH2:25][CH3:26])[C:20]([OH:22])=[O:21]. (6) Given the reactants [Br:1][C:2]1[CH:7]=[CH:6][CH:5]=[CH:4][C:3]=1[C:8](=O)[CH2:9][CH2:10][CH2:11][CH2:12][N:13]1[CH2:18][CH2:17][CH:16]([C:19]2[CH:20]=[C:21]([NH:25][C:26](=[O:30])[CH:27]([CH3:29])[CH3:28])[CH:22]=[CH:23][CH:24]=2)[CH2:15][CH2:14]1.Cl.[CH3:33][C:34]1[CH:39]=[CH:38][C:37]([NH:40]N)=[CH:36][CH:35]=1, predict the reaction product. The product is: [Br:1][C:2]1[CH:7]=[CH:6][CH:5]=[CH:4][C:3]=1[C:8]1[NH:40][C:37]2[C:38]([C:9]=1[CH2:10][CH2:11][CH2:12][N:13]1[CH2:18][CH2:17][CH:16]([C:19]3[CH:20]=[C:21]([NH:25][C:26](=[O:30])[CH:27]([CH3:29])[CH3:28])[CH:22]=[CH:23][CH:24]=3)[CH2:15][CH2:14]1)=[CH:39][C:34]([CH3:33])=[CH:35][CH:36]=2. (7) Given the reactants [C:1]([Br:5])(Br)(Br)[Br:2].C1(P(C2C=CC=CC=2)C2C=CC=CC=2)C=CC=CC=1.[Si:25]([N:32]1[C@H:35]([CH:36]=O)[CH2:34][C:33]1=[O:38])([C:28]([CH3:31])([CH3:30])[CH3:29])([CH3:27])[CH3:26].C([O-])(O)=O.[Na+], predict the reaction product. The product is: [Si:25]([N:32]1[C@H:35]([CH:36]=[C:1]([Br:5])[Br:2])[CH2:34][C:33]1=[O:38])([C:28]([CH3:31])([CH3:30])[CH3:29])([CH3:27])[CH3:26]. (8) Given the reactants [F:1][C:2]([F:15])([F:14])[C:3]1[CH:12]=[CH:11][C:10]([NH2:13])=[C:9]2[C:4]=1[CH:5]=[CH:6][CH:7]=[N:8]2.[N+:16]([C:19]1[CH:24]=[CH:23][CH:22]=[CH:21][C:20]=1[S:25](Cl)(=[O:27])=[O:26])([O-:18])=[O:17].N1C=CC=CC=1, predict the reaction product. The product is: [N+:16]([C:19]1[CH:24]=[CH:23][CH:22]=[CH:21][C:20]=1[S:25]([NH:13][C:10]1[CH:11]=[CH:12][C:3]([C:2]([F:1])([F:14])[F:15])=[C:4]2[C:9]=1[N:8]=[CH:7][CH:6]=[CH:5]2)(=[O:27])=[O:26])([O-:18])=[O:17]. (9) Given the reactants O(P(O[C:18]1[C@H:24]([CH3:25])[C@@H:23]2[N:20]([C:21](=[O:29])[C@@H:22]2[C@H:26]([OH:28])[CH3:27])[C:19]=1[C:30]([O:32][CH2:33][C:34]1[CH:39]=[CH:38][C:37]([N+:40]([O-:42])=[O:41])=[CH:36][CH:35]=1)=[O:31])(OC1C=CC=CC=1)=O)C1C=CC=CC=1.[SH:43][CH:44]1[CH2:47][N:46]([S:48]([N:51]([CH3:53])[CH3:52])(=[O:50])=[O:49])[CH2:45]1, predict the reaction product. The product is: [CH3:52][N:51]([CH3:53])[S:48]([N:46]1[CH2:47][CH:44]([S:43][C:18]2[C@H:24]([CH3:25])[C@H:23]3[N:20]([C:21](=[O:29])[C@@H:22]3[C@H:26]([OH:28])[CH3:27])[C:19]=2[C:30]([O:32][CH2:33][C:34]2[CH:35]=[CH:36][C:37]([N+:40]([O-:42])=[O:41])=[CH:38][CH:39]=2)=[O:31])[CH2:45]1)(=[O:49])=[O:50]. (10) Given the reactants C[C:2]1([CH3:7])[CH:6]=[CH:5][CH:4]=[CH:3]1.[CH3:8][C:9]([CH3:11])=O.N1CCC[CH2:13]1.Cl, predict the reaction product. The product is: [CH3:7][C:2]1[C:3](=[C:9]([CH3:11])[CH3:8])[CH:4]=[C:5]([CH3:13])[CH:6]=1.